This data is from Catalyst prediction with 721,799 reactions and 888 catalyst types from USPTO. The task is: Predict which catalyst facilitates the given reaction. (1) Reactant: [CH3:1][O:2][C:3]([C:5]1[N:6]([CH2:26]COS(C2C=CC(C)=CC=2)(=O)=O)[C:7]2[C:12]([C:13]=1[C:14]1[CH:19]=[CH:18][C:17]([O:20][CH3:21])=[CH:16][CH:15]=1)=[CH:11][C:10]([O:22][CH3:23])=[C:9]([O:24][CH3:25])[CH:8]=2)=[O:4].[CH3:39][N:40]1[CH2:45][CH2:44][NH:43][CH2:42][CH2:41]1.[ClH:46].[C:47](#N)C. Product: [ClH:46].[ClH:46].[CH3:1][O:2][C:3]([C:5]1[N:6]([CH2:26][CH2:39][N:40]2[CH2:45][CH2:44][N:43]([CH3:47])[CH2:42][CH2:41]2)[C:7]2[C:12]([C:13]=1[C:14]1[CH:15]=[CH:16][C:17]([O:20][CH3:21])=[CH:18][CH:19]=1)=[CH:11][C:10]([O:22][CH3:23])=[C:9]([O:24][CH3:25])[CH:8]=2)=[O:4]. The catalyst class is: 27. (2) Reactant: N#N.[C:3]1([CH3:17])[CH:8]=[CH:7][CH:6]=[C:5]([C:9]2[O:13][CH:12]=[N:11][C:10]=2[C:14]([OH:16])=O)[CH:4]=1.C1C=CC2N(O)N=NC=2C=1.C(Cl)CCl.[C:32]([Si:36]([CH3:53])([CH3:52])[O:37][CH:38]([C:40]1[O:41][C:42]([CH2:45][N:46]2[N:50]=[C:49]([NH2:51])[CH:48]=[N:47]2)=[CH:43][N:44]=1)[CH3:39])([CH3:35])([CH3:34])[CH3:33]. Product: [C:32]([Si:36]([CH3:53])([CH3:52])[O:37][CH:38]([C:40]1[O:41][C:42]([CH2:45][N:46]2[N:50]=[C:49]([NH:51][C:14]([C:10]3[N:11]=[CH:12][O:13][C:9]=3[C:5]3[CH:4]=[C:3]([CH3:17])[CH:8]=[CH:7][CH:6]=3)=[O:16])[CH:48]=[N:47]2)=[CH:43][N:44]=1)[CH3:39])([CH3:35])([CH3:34])[CH3:33]. The catalyst class is: 808. (3) Reactant: C(OC([NH:11][C@@H:12]([CH2:17][C:18]([F:27])([F:26])[CH2:19][C:20]1[CH:25]=[CH:24][CH:23]=[CH:22][CH:21]=1)[C:13]([O:15][CH3:16])=[O:14])=O)C1C=CC=CC=1.Br.C(OCC)C. Product: [NH2:11][C@@H:12]([CH2:17][C:18]([F:26])([F:27])[CH2:19][C:20]1[CH:25]=[CH:24][CH:23]=[CH:22][CH:21]=1)[C:13]([O:15][CH3:16])=[O:14]. The catalyst class is: 15.